From a dataset of Reaction yield outcomes from USPTO patents with 853,638 reactions. Predict the reaction yield, written as a fraction of the theoretical maximum amount of product (1.0 means a 100% yield; for example, 0.34 means a 34% yield). (1) The reactants are C[O:2][C:3]1[N:4]=[N:5][C:6]([S:9]([C:12]2[NH:13][C:14]3[C:19]([C:20]=2[Cl:21])=[CH:18][CH:17]=[CH:16][CH:15]=3)(=[O:11])=[O:10])=[CH:7][CH:8]=1.Cl. The catalyst is O1CCOCC1. The product is [Cl:21][C:20]1[C:19]2[C:14](=[CH:15][CH:16]=[CH:17][CH:18]=2)[NH:13][C:12]=1[S:9]([C:6]1[CH:7]=[CH:8][C:3](=[O:2])[NH:4][N:5]=1)(=[O:11])=[O:10]. The yield is 0.990. (2) The reactants are [NH:1]1[CH2:6][CH2:5][CH2:4][C@@H:3]([NH:7][C:8]2[CH:13]=[CH:12][N:11]=[C:10]([C:14]3[CH:15]=[N:16][N:17]4[CH:22]=[CH:21][CH:20]=[CH:19][C:18]=34)[N:9]=2)[CH2:2]1.Br[C:24]1[N:28]=[CH:27][NH:26][N:25]=1. No catalyst specified. The product is [N:25]1[N:26]=[C:27]([N:1]2[CH2:6][CH2:5][CH2:4][C@@H:3]([NH:7][C:8]3[CH:13]=[CH:12][N:11]=[C:10]([C:14]4[CH:15]=[N:16][N:17]5[CH:22]=[CH:21][CH:20]=[CH:19][C:18]=45)[N:9]=3)[CH2:2]2)[NH:28][CH:24]=1. The yield is 0.520.